From a dataset of Forward reaction prediction with 1.9M reactions from USPTO patents (1976-2016). Predict the product of the given reaction. (1) Given the reactants C(OC(=O)NC)C.[Cl:8][C:9]1[CH:10]=[C:11]2[C:17]([C:18]3[N:23]=[C:22]([NH:24][C@H:25]4[CH2:30][CH2:29][CH2:28][C@@H:27]([NH:31][CH2:32][CH2:33][N:34](C)[C:35](=O)OC(C)(C)C)[CH2:26]4)[C:21]([F:43])=[CH:20][N:19]=3)=[CH:16][NH:15][C:12]2=[N:13][CH:14]=1.Cl.O1CCOCC1, predict the reaction product. The product is: [Cl:8][C:9]1[CH:10]=[C:11]2[C:17]([C:18]3[N:23]=[C:22]([NH:24][C@H:25]4[CH2:30][CH2:29][CH2:28][C@@H:27]([NH:31][CH2:32][CH2:33][NH:34][CH3:35])[CH2:26]4)[C:21]([F:43])=[CH:20][N:19]=3)=[CH:16][NH:15][C:12]2=[N:13][CH:14]=1. (2) Given the reactants Br[C:2]1[CH:11]=[CH:10][C:9]2[C:4](=[CH:5][CH:6]=[C:7]([O:12][CH:13]3[CH2:18][CH2:17][CH:16]([C:19]([CH3:22])([CH3:21])[CH3:20])[CH2:15][CH2:14]3)[CH:8]=2)[CH:3]=1.C([Li])CCC.CCCCCC.CON(C)[C:37](=[O:39])[CH3:38], predict the reaction product. The product is: [C:19]([CH:16]1[CH2:15][CH2:14][CH:13]([O:12][C:7]2[CH:8]=[C:9]3[C:4](=[CH:5][CH:6]=2)[CH:3]=[C:2]([C:37](=[O:39])[CH3:38])[CH:11]=[CH:10]3)[CH2:18][CH2:17]1)([CH3:20])([CH3:21])[CH3:22]. (3) Given the reactants [S:1]1[C:5]([C:6]([C:9]2[CH:17]=[C:16]([O:18][CH3:19])[CH:15]=[CH:14][C:10]=2[C:11]([OH:13])=O)([CH3:8])[CH3:7])=[CH:4][C:3]2[CH:20]=[CH:21][CH:22]=[CH:23][C:2]1=2, predict the reaction product. The product is: [CH3:19][O:18][C:16]1[CH:17]=[C:9]2[C:10](=[CH:14][CH:15]=1)[C:11](=[O:13])[C:4]1[C:3]3[CH:20]=[CH:21][CH:22]=[CH:23][C:2]=3[S:1][C:5]=1[C:6]2([CH3:7])[CH3:8]. (4) Given the reactants Cl[C:2]1[N:10]=[C:9]2[C:5]([NH:6][CH:7]=[N:8]2)=[C:4](NCC2C=CC(OC)=CC=2)[N:3]=1.[H-].[Na+].I[CH:24]([CH3:26])[CH3:25].O, predict the reaction product. The product is: [CH:24]([C:2]1[N:10]=[C:9]2[C:5]([NH:6][CH:7]=[N:8]2)=[CH:4][N:3]=1)([CH3:26])[CH3:25]. (5) Given the reactants [CH2:1]([C:4]1([C:17]([O:19][CH2:20][CH3:21])=[O:18])[CH2:9][CH2:8][N:7]([C:10]([O:12][C:13]([CH3:16])([CH3:15])[CH3:14])=[O:11])[CH2:6][CH2:5]1)[CH:2]=[CH2:3].C12BC(CCC1)CCC2.[F:31][C:32]1[CH:33]=[N:34][C:35]2[C:40]([C:41]=1I)=[CH:39][CH:38]=[CH:37][CH:36]=2.P([O-])([O-])([O-])=O.[K+].[K+].[K+], predict the reaction product. The product is: [F:31][C:32]1[CH:33]=[N:34][C:35]2[C:40]([C:41]=1[CH2:3][CH2:2][CH2:1][C:4]1([C:17]([O:19][CH2:20][CH3:21])=[O:18])[CH2:9][CH2:8][N:7]([C:10]([O:12][C:13]([CH3:15])([CH3:16])[CH3:14])=[O:11])[CH2:6][CH2:5]1)=[CH:39][CH:38]=[CH:37][CH:36]=2. (6) Given the reactants [C:1]([NH:4][NH:5][C:6]([C:8]1[N:13]=[C:12]([N:14]2[CH2:18][CH2:17][CH2:16][CH:15]2[C:19]2[O:23][N:22]=[C:21]([C:24]3[CH:29]=[CH:28][CH:27]=[CH:26][N:25]=3)[CH:20]=2)[N:11]=[C:10]([NH:30][CH:31]2[CH:35]=[C:34]([CH3:36])[NH:33][N:32]2C(=O)C)[CH:9]=1)=[O:7])(=[O:3])[CH3:2].[OH-].[Na+], predict the reaction product. The product is: [C:1]([NH:4][NH:5][C:6]([C:8]1[N:13]=[C:12]([N:14]2[CH2:18][CH2:17][CH2:16][CH:15]2[C:19]2[O:23][N:22]=[C:21]([C:24]3[CH:29]=[CH:28][CH:27]=[CH:26][N:25]=3)[CH:20]=2)[N:11]=[C:10]([NH:30][C:31]2[CH:35]=[C:34]([CH3:36])[NH:33][N:32]=2)[CH:9]=1)=[O:7])(=[O:3])[CH3:2]. (7) The product is: [CH:1]([N:4]1[C:5]2[N:6]=[C:7]([S:19][CH3:20])[N:8]=[C:9]([CH3:18])[C:10]=2[CH:11]=[CH:12][C:13]1=[O:14])([CH3:3])[CH3:2]. Given the reactants [CH:1]([NH:4][C:5]1[C:10](/[CH:11]=[CH:12]/[C:13](OCC)=[O:14])=[C:9]([CH3:18])[N:8]=[C:7]([S:19][CH3:20])[N:6]=1)([CH3:3])[CH3:2], predict the reaction product. (8) Given the reactants Br[C:2]1[CH:7]=[CH:6][C:5]([F:8])=[CH:4][C:3]=1[Cl:9].[Cl-].[Li+].C([Mg]Cl)(C)C.[CH3:17][C:18]1[N:19]([C:25]2[C:30]([F:31])=[CH:29][C:28]([F:32])=[CH:27][C:26]=2[F:33])[C:20]([CH:23]=[O:24])=[CH:21][N:22]=1.[Cl-].[NH4+], predict the reaction product. The product is: [Cl:9][C:3]1[CH:4]=[C:5]([F:8])[CH:6]=[CH:7][C:2]=1[CH:23]([C:20]1[N:19]([C:25]2[C:30]([F:31])=[CH:29][C:28]([F:32])=[CH:27][C:26]=2[F:33])[C:18]([CH3:17])=[N:22][CH:21]=1)[OH:24].